This data is from Forward reaction prediction with 1.9M reactions from USPTO patents (1976-2016). The task is: Predict the product of the given reaction. (1) Given the reactants [S:1](Cl)([C:4]1[CH:10]=[CH:9][C:7]([CH3:8])=[CH:6][CH:5]=1)(=[O:3])=[O:2].N1C=CC=CC=1.[N:18]([CH2:21][CH2:22][CH2:23][CH2:24][CH2:25][CH2:26][CH2:27][OH:28])=[N+:19]=[N-:20], predict the reaction product. The product is: [N:18]([CH2:21][CH2:22][CH2:23][CH2:24][CH2:25][CH2:26][CH2:27][O:28][S:1]([C:4]1[CH:10]=[CH:9][C:7]([CH3:8])=[CH:6][CH:5]=1)(=[O:3])=[O:2])=[N+:19]=[N-:20]. (2) The product is: [OH:2][CH2:1][C:3]1[CH:26]=[CH:25][C:6]([O:7][CH2:8][C:9]2[N:10]=[C:11]([C:15]3[CH:24]=[CH:23][C:18]([C:19]([O:21][CH3:22])=[O:20])=[CH:17][CH:16]=3)[O:12][C:13]=2[CH3:14])=[C:5]([O:27][CH3:28])[CH:4]=1. Given the reactants [CH:1]([C:3]1[CH:26]=[CH:25][C:6]([O:7][CH2:8][C:9]2[N:10]=[C:11]([C:15]3[CH:24]=[CH:23][C:18]([C:19]([O:21][CH3:22])=[O:20])=[CH:17][CH:16]=3)[O:12][C:13]=2[CH3:14])=[C:5]([O:27][CH3:28])[CH:4]=1)=[O:2].C(O)C.[BH4-].[Na+].O, predict the reaction product. (3) Given the reactants [CH2:1](/[N:5]=[CH:6]/[C:7]1[C:12]([F:13])=[CH:11][CH:10]=[C:9]([F:14])[C:8]=1Cl)[CH2:2][CH2:3][CH3:4].[CH2:16]([Mg]Br)[CH3:17], predict the reaction product. The product is: [CH2:1](/[N:5]=[CH:6]/[C:7]1[C:12]([F:13])=[CH:11][CH:10]=[C:9]([F:14])[C:8]=1[CH2:16][CH3:17])[CH2:2][CH2:3][CH3:4]. (4) Given the reactants [CH3:1][N:2]1[C:10]2[C:5](=[CH:6][C:7]([NH:11]C(=O)OC(C)(C)C)=[CH:8][CH:9]=2)[C:4]([C:19]2[NH:27][C:22]3=[N:23][CH:24]=[CH:25][CH:26]=[C:21]3[CH:20]=2)=[CH:3]1.FC(F)(F)C(O)=O, predict the reaction product. The product is: [CH3:1][N:2]1[C:10]2[C:5](=[CH:6][C:7]([NH2:11])=[CH:8][CH:9]=2)[C:4]([C:19]2[NH:27][C:22]3=[N:23][CH:24]=[CH:25][CH:26]=[C:21]3[CH:20]=2)=[CH:3]1. (5) Given the reactants [CH3:1][C:2]1[CH:8]=[CH:7][CH:6]=[C:5]([CH:9]([CH3:11])[CH3:10])[C:3]=1[NH2:4].[C:12]([C:15]1[CH:20]=[CH:19][CH:18]=[C:17]([C:21](=O)[CH3:22])[N:16]=1)(=O)[CH3:13], predict the reaction product. The product is: [CH3:1][C:2]1[CH:8]=[CH:7][CH:6]=[C:5]([CH:9]([CH3:11])[CH3:10])[C:3]=1[N:4]=[C:12]([C:15]1[CH:20]=[CH:19][CH:18]=[C:17]([C:21](=[N:4][C:3]2[C:5]([CH:9]([CH3:10])[CH3:11])=[CH:6][CH:7]=[CH:8][C:2]=2[CH3:1])[CH3:22])[N:16]=1)[CH3:13]. (6) Given the reactants [CH3:1][O:2][C:3](=[O:27])[C:4]1[CH:9]=[C:8]([O:10][CH3:11])[CH:7]=[CH:6][C:5]=1[NH:12][C:13]1[N:17]([C:18]2[CH:23]=[CH:22][CH:21]=[CH:20][C:19]=2[CH3:24])[N:16]=[C:15]([CH3:25])[C:14]=1Br.C(OC([N:35]1[C:43]2[C:38](=[CH:39][C:40](B3OC(C)(C)C(C)(C)O3)=[CH:41][CH:42]=2)[CH:37]=[N:36]1)=O)(C)(C)C.C(=O)([O-])[O-].[Na+].[Na+].O, predict the reaction product. The product is: [CH3:1][O:2][C:3](=[O:27])[C:4]1[CH:9]=[C:8]([O:10][CH3:11])[CH:7]=[CH:6][C:5]=1[NH:12][C:13]1[N:17]([C:18]2[CH:23]=[CH:22][CH:21]=[CH:20][C:19]=2[CH3:24])[N:16]=[C:15]([CH3:25])[C:14]=1[C:40]1[CH:39]=[C:38]2[C:43](=[CH:42][CH:41]=1)[NH:35][N:36]=[CH:37]2. (7) Given the reactants [F:1][C:2]1[CH:10]=[CH:9][CH:8]=[C:7]2[C:3]=1[CH:4]=[CH:5][N:6]2[CH2:11][CH2:12][CH3:13].C1COCC1.C([Li])(CC)C.Cl[Si:25]([CH3:28])([CH3:27])[CH3:26], predict the reaction product. The product is: [F:1][C:2]1[CH:10]=[CH:9][CH:8]=[C:7]2[C:3]=1[CH:4]=[C:5]([Si:25]([CH3:28])([CH3:27])[CH3:26])[N:6]2[CH2:11][CH2:12][CH3:13]. (8) The product is: [F:1][C:2]1[C:7]([F:8])=[CH:6][CH:5]=[CH:4][C:3]=1[C:9]1[N:10]=[C:11]2[CH:16]=[N:17][NH:15][C:14]([NH2:27])=[C:12]2[N:13]=1. Given the reactants [F:1][C:2]1[C:7]([F:8])=[CH:6][CH:5]=[CH:4][C:3]=1[C:9]1[NH:10][C:11]([C:16]#[N:17])=[C:12]([C:14]#[N:15])[N:13]=1.CC(C[AlH]CC(C)C)C.[NH2:27]N, predict the reaction product. (9) The product is: [NH2:1][C:4]1[S:5][C:6]([C:19]([NH2:21])=[O:20])=[C:7]([C:9]2[CH:10]=[CH:11][C:12]([C:15]([F:18])([F:16])[F:17])=[CH:13][CH:14]=2)[N:8]=1. Given the reactants [N:1]([C:4]1[S:5][C:6]([C:19]([NH2:21])=[O:20])=[C:7]([C:9]2[CH:14]=[CH:13][C:12]([C:15]([F:18])([F:17])[F:16])=[CH:11][CH:10]=2)[N:8]=1)=[N+]=[N-].CO.[Cl-].[NH4+], predict the reaction product. (10) The product is: [NH2:10][C:11]1[N:12]([CH2:25][CH3:26])[C:13]2[C:18]([C:19](=[O:23])[C:20]=1[C:21]([NH:6][CH2:5][CH:4]([O:7][CH2:8][CH3:9])[O:3][CH2:1][CH3:2])=[NH:22])=[CH:17][CH:16]=[C:15]([I:24])[CH:14]=2. Given the reactants [CH2:1]([O:3][CH:4]([O:7][CH2:8][CH3:9])[CH2:5][NH2:6])[CH3:2].[NH2:10][C:11]1[N:12]([CH2:25][CH3:26])[C:13]2[C:18]([C:19](=[O:23])[C:20]=1[C:21]#[N:22])=[CH:17][CH:16]=[C:15]([I:24])[CH:14]=2, predict the reaction product.